From a dataset of NCI-60 drug combinations with 297,098 pairs across 59 cell lines. Regression. Given two drug SMILES strings and cell line genomic features, predict the synergy score measuring deviation from expected non-interaction effect. (1) Drug 1: C1=CC(=CC=C1CCCC(=O)O)N(CCCl)CCCl. Drug 2: COC1=C2C(=CC3=C1OC=C3)C=CC(=O)O2. Cell line: COLO 205. Synergy scores: CSS=35.5, Synergy_ZIP=-7.62, Synergy_Bliss=-8.49, Synergy_Loewe=-9.09, Synergy_HSA=-7.60. (2) Drug 1: C1CCN(CC1)CCOC2=CC=C(C=C2)C(=O)C3=C(SC4=C3C=CC(=C4)O)C5=CC=C(C=C5)O. Drug 2: CCC1=C2CN3C(=CC4=C(C3=O)COC(=O)C4(CC)O)C2=NC5=C1C=C(C=C5)O. Cell line: SK-OV-3. Synergy scores: CSS=25.0, Synergy_ZIP=3.85, Synergy_Bliss=0.458, Synergy_Loewe=-38.2, Synergy_HSA=-3.56. (3) Drug 1: CC1=C(C=C(C=C1)C(=O)NC2=CC(=CC(=C2)C(F)(F)F)N3C=C(N=C3)C)NC4=NC=CC(=N4)C5=CN=CC=C5. Drug 2: C1=CC=C(C=C1)NC(=O)CCCCCCC(=O)NO. Cell line: HCT116. Synergy scores: CSS=10.3, Synergy_ZIP=-0.374, Synergy_Bliss=-0.676, Synergy_Loewe=-25.0, Synergy_HSA=-6.74. (4) Drug 1: CCC(=C(C1=CC=CC=C1)C2=CC=C(C=C2)OCCN(C)C)C3=CC=CC=C3.C(C(=O)O)C(CC(=O)O)(C(=O)O)O. Drug 2: C1CNP(=O)(OC1)N(CCCl)CCCl. Cell line: OVCAR-4. Synergy scores: CSS=-0.0975, Synergy_ZIP=-0.339, Synergy_Bliss=0.631, Synergy_Loewe=-0.692, Synergy_HSA=-0.596. (5) Drug 1: CCC(=C(C1=CC=CC=C1)C2=CC=C(C=C2)OCCN(C)C)C3=CC=CC=C3.C(C(=O)O)C(CC(=O)O)(C(=O)O)O. Drug 2: C1=NC2=C(N1)C(=S)N=CN2. Cell line: MDA-MB-231. Synergy scores: CSS=57.9, Synergy_ZIP=-1.23, Synergy_Bliss=-1.38, Synergy_Loewe=-35.4, Synergy_HSA=-2.12. (6) Drug 1: CN(C)C1=NC(=NC(=N1)N(C)C)N(C)C. Drug 2: CC1=C(C(CCC1)(C)C)C=CC(=CC=CC(=CC(=O)O)C)C. Cell line: SK-OV-3. Synergy scores: CSS=18.6, Synergy_ZIP=9.71, Synergy_Bliss=12.6, Synergy_Loewe=16.6, Synergy_HSA=12.1. (7) Synergy scores: CSS=57.9, Synergy_ZIP=-0.861, Synergy_Bliss=0.862, Synergy_Loewe=-9.38, Synergy_HSA=2.02. Drug 1: CN1CCC(CC1)COC2=C(C=C3C(=C2)N=CN=C3NC4=C(C=C(C=C4)Br)F)OC. Drug 2: C1=NC2=C(N1)C(=S)N=C(N2)N. Cell line: MOLT-4. (8) Drug 1: CS(=O)(=O)CCNCC1=CC=C(O1)C2=CC3=C(C=C2)N=CN=C3NC4=CC(=C(C=C4)OCC5=CC(=CC=C5)F)Cl. Synergy scores: CSS=0.242, Synergy_ZIP=-0.569, Synergy_Bliss=-0.435, Synergy_Loewe=-6.21, Synergy_HSA=-2.18. Cell line: OVCAR-8. Drug 2: CNC(=O)C1=NC=CC(=C1)OC2=CC=C(C=C2)NC(=O)NC3=CC(=C(C=C3)Cl)C(F)(F)F. (9) Drug 1: CN1CCC(CC1)COC2=C(C=C3C(=C2)N=CN=C3NC4=C(C=C(C=C4)Br)F)OC. Drug 2: COCCOC1=C(C=C2C(=C1)C(=NC=N2)NC3=CC=CC(=C3)C#C)OCCOC.Cl. Cell line: IGROV1. Synergy scores: CSS=64.0, Synergy_ZIP=13.5, Synergy_Bliss=13.3, Synergy_Loewe=14.9, Synergy_HSA=18.0.